From a dataset of NCI-60 drug combinations with 297,098 pairs across 59 cell lines. Regression. Given two drug SMILES strings and cell line genomic features, predict the synergy score measuring deviation from expected non-interaction effect. (1) Drug 1: CC1=C2C(C(=O)C3(C(CC4C(C3C(C(C2(C)C)(CC1OC(=O)C(C(C5=CC=CC=C5)NC(=O)OC(C)(C)C)O)O)OC(=O)C6=CC=CC=C6)(CO4)OC(=O)C)O)C)O. Drug 2: CS(=O)(=O)OCCCCOS(=O)(=O)C. Cell line: TK-10. Synergy scores: CSS=5.12, Synergy_ZIP=-3.77, Synergy_Bliss=-4.87, Synergy_Loewe=-13.2, Synergy_HSA=-5.45. (2) Cell line: BT-549. Synergy scores: CSS=-2.41, Synergy_ZIP=0.0912, Synergy_Bliss=-0.550, Synergy_Loewe=-4.08, Synergy_HSA=-4.05. Drug 2: CN(C(=O)NC(C=O)C(C(C(CO)O)O)O)N=O. Drug 1: C1=NC2=C(N=C(N=C2N1C3C(C(C(O3)CO)O)O)F)N. (3) Drug 1: C1=C(C(=O)NC(=O)N1)N(CCCl)CCCl. Drug 2: CN1C(=O)N2C=NC(=C2N=N1)C(=O)N. Cell line: CCRF-CEM. Synergy scores: CSS=61.7, Synergy_ZIP=10.4, Synergy_Bliss=11.6, Synergy_Loewe=-12.0, Synergy_HSA=8.15. (4) Drug 1: C1=NC2=C(N=C(N=C2N1C3C(C(C(O3)CO)O)O)F)N. Drug 2: CCCCCOC(=O)NC1=NC(=O)N(C=C1F)C2C(C(C(O2)C)O)O. Cell line: SN12C. Synergy scores: CSS=20.4, Synergy_ZIP=-6.50, Synergy_Bliss=-0.266, Synergy_Loewe=-8.14, Synergy_HSA=-0.399.